Predict the reaction yield, written as a fraction of the theoretical maximum amount of product (1.0 means a 100% yield; for example, 0.34 means a 34% yield). From a dataset of Reaction yield outcomes from USPTO patents with 853,638 reactions. (1) The reactants are [I:1][C:2]1[C:3](O)=[C:4]2[S:10][CH:9]=[CH:8][C:5]2=[N:6][CH:7]=1.P(Cl)(Cl)([Cl:14])=O. No catalyst specified. The product is [Cl:14][C:3]1[C:2]([I:1])=[CH:7][N:6]=[C:5]2[CH:8]=[CH:9][S:10][C:4]=12. The yield is 0.440. (2) The reactants are [Cl:1][C:2]1[CH:3]=[CH:4][C:5]([O:25][C:26]2[CH:31]=[C:30]([F:32])[C:29]([S:33](=[O:52])(=[O:51])[N:34](CC3C=CC(OC)=CC=3OC)[C:35]3[S:39][N:38]=[CH:37][N:36]=3)=[CH:28][C:27]=2[F:53])=[C:6]([C:8]2[CH:9]=[CH:10][C:11]3[O:15][N:14]=[C:13]([NH:16][C:17](=[O:23])[O:18][C:19]([CH3:22])([CH3:21])[CH3:20])[C:12]=3[CH:24]=2)[CH:7]=1.FC(F)(F)C(O)=O.C(=O)(O)[O-].[Na+].Cl. The catalyst is ClCCl. The product is [S:39]1[C:35]([NH:34][S:33]([C:29]2[C:30]([F:32])=[CH:31][C:26]([O:25][C:5]3[CH:4]=[CH:3][C:2]([Cl:1])=[CH:7][C:6]=3[C:8]3[CH:9]=[CH:10][C:11]4[O:15][N:14]=[C:13]([NH:16][C:17](=[O:23])[O:18][C:19]([CH3:21])([CH3:22])[CH3:20])[C:12]=4[CH:24]=3)=[C:27]([F:53])[CH:28]=2)(=[O:51])=[O:52])=[N:36][CH:37]=[N:38]1. The yield is 0.590. (3) The reactants are [F:1][C:2]1[CH:7]=[CH:6][C:5]([C:8]2[O:9][C:10]3[C:16]([C:17]([OH:19])=O)=[CH:15][CH:14]=[CH:13][C:11]=3[N:12]=2)=[CH:4][CH:3]=1.C1CCC(N=C=NC2CCCCC2)CC1.Cl.Cl.[NH2:37][CH:38]1[CH:43]2[CH2:44][CH2:45][N:40]([CH2:41][CH2:42]2)[CH2:39]1.C(N(CC)CC)C. The catalyst is C(#N)C.CN(C1C=CN=CC=1)C. The product is [N:40]12[CH2:45][CH2:44][CH:43]([CH2:42][CH2:41]1)[CH:38]([NH:37][C:17]([C:16]1[C:10]3[O:9][C:8]([C:5]4[CH:4]=[CH:3][C:2]([F:1])=[CH:7][CH:6]=4)=[N:12][C:11]=3[CH:13]=[CH:14][CH:15]=1)=[O:19])[CH2:39]2. The yield is 0.700. (4) The reactants are [CH3:1][O:2][C:3]1[C:20]([N+:21]([O-:23])=[O:22])=[CH:19][C:6]2[NH:7][C:8](=[O:18])[CH2:9][N:10](C(=O)C(F)(F)F)[CH2:11][C:5]=2[CH:4]=1.N.CO. The catalyst is CO. The product is [CH3:1][O:2][C:3]1[C:20]([N+:21]([O-:23])=[O:22])=[CH:19][C:6]2[NH:7][C:8](=[O:18])[CH2:9][NH:10][CH2:11][C:5]=2[CH:4]=1. The yield is 0.960. (5) The reactants are [NH:1]1[C:9]2[C:4](=[CH:5][CH:6]=[CH:7][C:8]=2[C:10]([OH:12])=O)[CH:3]=[CH:2]1.CN(C(ON1N=NC2C=CC=CC1=2)=[N+](C)C)C.[B-](F)(F)(F)F.C(N(CC)C(C)C)(C)C.[C:44]([C:48]1[CH:68]=[CH:67][C:51]([CH2:52][NH:53][CH2:54][CH2:55][C:56]2[CH:61]=[CH:60][CH:59]=[C:58]([O:62][C:63]([F:66])([F:65])[F:64])[CH:57]=2)=[CH:50][CH:49]=1)([CH3:47])([CH3:46])[CH3:45]. The catalyst is CN(C=O)C.O. The product is [C:44]([C:48]1[CH:68]=[CH:67][C:51]([CH2:52][N:53]([CH2:54][CH2:55][C:56]2[CH:61]=[CH:60][CH:59]=[C:58]([O:62][C:63]([F:66])([F:65])[F:64])[CH:57]=2)[C:10]([C:8]2[CH:7]=[CH:6][CH:5]=[C:4]3[C:9]=2[NH:1][CH:2]=[CH:3]3)=[O:12])=[CH:50][CH:49]=1)([CH3:47])([CH3:45])[CH3:46]. The yield is 0.660.